This data is from Forward reaction prediction with 1.9M reactions from USPTO patents (1976-2016). The task is: Predict the product of the given reaction. Given the reactants [NH:1]1[CH2:5][CH2:4][CH:3]([N:6]2[C:10]3[CH:11]=[CH:12][CH:13]=[CH:14][C:9]=3[NH:8][C:7]2=[O:15])[CH2:2]1.Br[CH2:17][CH2:18][O:19][CH2:20][CH2:21][O:22][CH2:23][CH3:24], predict the reaction product. The product is: [CH2:18]([O:19][CH2:20][CH2:21][O:22][CH2:23][CH2:24][N:1]1[CH2:5][CH2:4][CH:3]([N:6]2[C:10]3[CH:11]=[CH:12][CH:13]=[CH:14][C:9]=3[NH:8][C:7]2=[O:15])[CH2:2]1)[CH3:17].